Task: Predict the reaction yield, written as a fraction of the theoretical maximum amount of product (1.0 means a 100% yield; for example, 0.34 means a 34% yield).. Dataset: Reaction yield outcomes from USPTO patents with 853,638 reactions (1) The reactants are [CH3:1][C:2]([CH3:20])([CH2:8][O:9][Si:10]([CH:17]([CH3:19])[CH3:18])([CH:14]([CH3:16])[CH3:15])[CH:11]([CH3:13])[CH3:12])[C:3](=O)[CH2:4][C:5]#[N:6].[OH-:21].[Na+].S(O)(O)(=O)=O.[NH2:28]O. The catalyst is O. The product is [CH3:1][C:2]([C:3]1[CH:4]=[C:5]([NH2:6])[O:21][N:28]=1)([CH3:20])[CH2:8][O:9][Si:10]([CH:17]([CH3:19])[CH3:18])([CH:14]([CH3:16])[CH3:15])[CH:11]([CH3:13])[CH3:12]. The yield is 0.180. (2) The reactants are [F:1][C:2]1[CH:7]=[CH:6][C:5]([N:8]([CH2:24][C:25]2[CH:30]=[CH:29][C:28]([NH:31][C:32]([C@H:34]3[CH2:38][CH2:37][CH2:36][N:35]3[C:39]([O:41][CH2:42][CH:43]3[C:55]4[CH:54]=[CH:53][CH:52]=[CH:51][C:50]=4[C:49]4[C:44]3=[CH:45][CH:46]=[CH:47][CH:48]=4)=[O:40])=[O:33])=[CH:27][CH:26]=2)[CH2:9][C:10]2[CH:23]=[CH:22][C:13]3[NH:14][C:15]([C@@H:17]4[CH2:21][CH2:20][CH2:19][NH:18]4)=[N:16][C:12]=3[CH:11]=2)=[CH:4][CH:3]=1.[OH:56][C:57]([CH3:68])([CH3:67])[C@H:58]([NH:62][C:63]([O:65][CH3:66])=[O:64])[C:59](O)=[O:60]. The product is [F:1][C:2]1[CH:7]=[CH:6][C:5]([N:8]([CH2:24][C:25]2[CH:26]=[CH:27][C:28]([NH:31][C:32]([C@H:34]3[CH2:38][CH2:37][CH2:36][N:35]3[C:39]([O:41][CH2:42][CH:43]3[C:44]4[CH:45]=[CH:46][CH:47]=[CH:48][C:49]=4[C:50]4[C:55]3=[CH:54][CH:53]=[CH:52][CH:51]=4)=[O:40])=[O:33])=[CH:29][CH:30]=2)[CH2:9][C:10]2[CH:23]=[CH:22][C:13]3[NH:14][C:15]([C@@H:17]4[CH2:21][CH2:20][CH2:19][N:18]4[C:59](=[O:60])[C@@H:58]([NH:62][C:63]([O:65][CH3:66])=[O:64])[C:57]([OH:56])([CH3:68])[CH3:67])=[N:16][C:12]=3[CH:11]=2)=[CH:4][CH:3]=1. The yield is 1.00. No catalyst specified.